This data is from Reaction yield outcomes from USPTO patents with 853,638 reactions. The task is: Predict the reaction yield, written as a fraction of the theoretical maximum amount of product (1.0 means a 100% yield; for example, 0.34 means a 34% yield). (1) The reactants are Cl.[Cl:2][C:3]1[C:4]([F:11])=[C:5]([NH:9][NH2:10])[CH:6]=[CH:7][CH:8]=1.C(=O)([O-])[O-].[K+].[K+].[C:18](OCC)(=[O:26])[C:19]#[C:20][C:21]([O:23][CH2:24][CH3:25])=[O:22].Cl. The catalyst is C(O)C. The product is [Cl:2][C:3]1[C:4]([F:11])=[C:5]([N:9]2[C:18]([OH:26])=[CH:19][C:20]([C:21]([O:23][CH2:24][CH3:25])=[O:22])=[N:10]2)[CH:6]=[CH:7][CH:8]=1. The yield is 0.500. (2) The reactants are [CH3:1][C:2]1[C:3]([C:17]([OH:19])=O)=[N:4][NH:5][C:6]=1[Si:7]([CH:14]([CH3:16])[CH3:15])([CH:11]([CH3:13])[CH3:12])[CH:8]([CH3:10])[CH3:9].CCN=C=NCCCN(C)C.Cl.[F:32][C:33]([F:42])([F:41])[C:34]1[CH:40]=[CH:39][C:37]([NH2:38])=[CH:36][CH:35]=1. The catalyst is C(Cl)Cl.CN(C=O)C.CN(C1C=CN=CC=1)C. The product is [F:32][C:33]([F:41])([F:42])[C:34]1[CH:35]=[CH:36][C:37]([NH:38][C:17]([C:3]2[C:2]([CH3:1])=[C:6]([Si:7]([CH:11]([CH3:13])[CH3:12])([CH:8]([CH3:9])[CH3:10])[CH:14]([CH3:15])[CH3:16])[NH:5][N:4]=2)=[O:19])=[CH:39][CH:40]=1. The yield is 0.310. (3) The catalyst is O1CCCC1. The product is [Cl:1][C:2]1[N:3]=[C:4]([CH:10]=[CH2:11])[C:5]([O:8][CH3:9])=[C:6]([Cl:13])[N:7]=1. The reactants are [Cl:1][C:2]1[NH:3][C:4](Cl)([CH:10]=[CH2:11])[C:5]([O:8][CH3:9])=[CH:6][N:7]=1.[Cl:13]C1N=CC(OC)=C(Cl)N=1.C([Mg]Br)=C.ClC1C(=O)C(C#N)=C(C#N)C(=O)C=1Cl. The yield is 0.600. (4) The reactants are F[C:2]1[CH:7]=[CH:6][C:5]([N+:8]([O-:10])=[O:9])=[CH:4][C:3]=1[C:11]([F:14])([F:13])[F:12].[CH3:15][S:16]([O-:18])=[O:17].[Na+]. The catalyst is CS(C)=O. The product is [CH3:15][S:16]([C:2]1[CH:7]=[CH:6][C:5]([N+:8]([O-:10])=[O:9])=[CH:4][C:3]=1[C:11]([F:14])([F:13])[F:12])(=[O:18])=[O:17]. The yield is 0.578. (5) The reactants are [Br:1][C:2]1[S:6][C:5]([C:7]([O:9][CH3:10])=[O:8])=[C:4]([CH:11](Br)Br)[CH:3]=1.Cl.C([OH:17])C.O. The catalyst is [N+]([O-])([O-])=O.[Ag+]. The product is [Br:1][C:2]1[S:6][C:5]([C:7]([O:9][CH3:10])=[O:8])=[C:4]([CH:11]=[O:17])[CH:3]=1. The yield is 0.980.